This data is from Reaction yield outcomes from USPTO patents with 853,638 reactions. The task is: Predict the reaction yield, written as a fraction of the theoretical maximum amount of product (1.0 means a 100% yield; for example, 0.34 means a 34% yield). (1) The reactants are [CH3:1][S:2][C:3]1[CH:8]=[CH:7][C:6]([C@H:9]2[C@H:18]3[CH2:19][CH2:20][NH:21][C@H:17]3[C:16]3[CH:15]=[CH:14][CH:13]=[CH:12][C:11]=3[NH:10]2)=[CH:5][CH:4]=1.[C:22]([NH:30][C@@H:31]1[CH2:36][CH2:35][CH2:34][CH2:33][C@@H:32]1[C:37](O)=[O:38])(=[O:29])[C:23]1[CH:28]=[CH:27][CH:26]=[CH:25][CH:24]=1.C(N(CC)CC)C.CCOC(OC(OCC)=O)=O. The catalyst is CN(C=O)C. The product is [CH3:1][S:2][C:3]1[CH:4]=[CH:5][C:6]([C@H:9]2[C@H:18]3[CH2:19][CH2:20][N:21]([C:37]([C@H:32]4[CH2:33][CH2:34][CH2:35][CH2:36][C@H:31]4[NH:30][C:22](=[O:29])[C:23]4[CH:24]=[CH:25][CH:26]=[CH:27][CH:28]=4)=[O:38])[C@H:17]3[C:16]3[CH:15]=[CH:14][CH:13]=[CH:12][C:11]=3[NH:10]2)=[CH:7][CH:8]=1. The yield is 0.290. (2) The reactants are C(OP([CH2:9][C:10]([O:12][CH2:13][CH3:14])=[O:11])(OCC)=O)C.[H-].[Na+].[C:17]1(=O)[CH2:22][CH2:21][CH2:20][CH2:19][CH2:18]1.[NH4+].[Cl-]. The catalyst is C1COCC1. The product is [C:17]1(=[CH:9][C:10]([O:12][CH2:13][CH3:14])=[O:11])[CH2:22][CH2:21][CH2:20][CH2:19][CH2:18]1. The yield is 0.430.